From a dataset of Catalyst prediction with 721,799 reactions and 888 catalyst types from USPTO. Predict which catalyst facilitates the given reaction. (1) Reactant: [CH3:1][O:2][CH2:3][CH2:4][CH2:5][CH2:6][CH:7]([NH:20][C:21]1[CH:29]=[CH:28][C:24]([C:25](O)=[O:26])=[CH:23][CH:22]=1)[C:8]1[O:9][C:10]2[CH:17]=[CH:16][C:15]([O:18][CH3:19])=[CH:14][C:11]=2[C:12]=1[CH3:13].Cl.[CH2:31]([O:33][C:34](=[O:38])[CH2:35][CH2:36][NH2:37])[CH3:32].O.ON1C2C=CC=CC=2N=N1.Cl.C(N=C=NCCCN(C)C)C.[Cl-].[NH4+]. Product: [CH3:1][O:2][CH2:3][CH2:4][CH2:5][CH2:6][CH:7]([NH:20][C:21]1[CH:29]=[CH:28][C:24]([C:25]([NH:37][CH2:36][CH2:35][C:34]([O:33][CH2:31][CH3:32])=[O:38])=[O:26])=[CH:23][CH:22]=1)[C:8]1[O:9][C:10]2[CH:17]=[CH:16][C:15]([O:18][CH3:19])=[CH:14][C:11]=2[C:12]=1[CH3:13]. The catalyst class is: 289. (2) Reactant: C([N:4]1[C:8]2[CH:9]=[CH:10][CH:11]=[CH:12][C:7]=2[N:6]([CH2:13][C:14]2[N:18]([CH2:19][CH2:20][CH:21]([CH3:23])[CH3:22])[C:17]3[CH:24]=[CH:25][C:26]([C:28]([NH2:30])=[NH:29])=[CH:27][C:16]=3[N:15]=2)[C:5]1=[O:31])(C)=C. Product: [CH3:22][CH:21]([CH3:23])[CH2:20][CH2:19][N:18]1[C:17]2[CH:24]=[CH:25][C:26]([C:28]([NH2:30])=[NH:29])=[CH:27][C:16]=2[N:15]=[C:14]1[CH2:13][N:6]1[C:7]2[CH:12]=[CH:11][CH:10]=[CH:9][C:8]=2[NH:4][C:5]1=[O:31]. The catalyst class is: 137.